Task: Predict which catalyst facilitates the given reaction.. Dataset: Catalyst prediction with 721,799 reactions and 888 catalyst types from USPTO (1) Reactant: [Br:1][C:2]1[C:7]([CH3:8])=[CH:6][C:5]([OH:9])=[CH:4][C:3]=1[CH3:10].[S:11]1[CH2:16][CH2:15][CH:14](O)[CH2:13][CH2:12]1.C1C=CC(P(C2C=CC=CC=2)C2C=CC=CC=2)=CC=1.CC(OC(/N=N/C(OC(C)C)=O)=O)C. Product: [Br:1][C:2]1[C:7]([CH3:8])=[CH:6][C:5]([O:9][CH:14]2[CH2:15][CH2:16][S:11][CH2:12][CH2:13]2)=[CH:4][C:3]=1[CH3:10]. The catalyst class is: 2. (2) Reactant: [F:1][C:2]([F:31])([F:30])[O:3][C:4]1[CH:5]=[C:6]([C:10]2[N:11]([CH2:22][O:23][CH2:24][CH2:25][Si:26]([CH3:29])([CH3:28])[CH3:27])[C:12]([C:15]3[CH:16]=[C:17]([NH2:21])[CH:18]=[CH:19][CH:20]=3)=[N:13][N:14]=2)[CH:7]=[CH:8][CH:9]=1.[CH2:32]([O:34][C:35](=[O:47])[CH2:36][C:37]1[CH:42]=[CH:41][C:40](Br)=[CH:39][C:38]=1[N+:44]([O-:46])=[O:45])[CH3:33].C(=O)([O-])[O-].[Cs+].[Cs+]. The catalyst class is: 160. Product: [CH2:32]([O:34][C:35](=[O:47])[CH2:36][C:37]1[CH:42]=[CH:41][C:40]([NH:21][C:17]2[CH:18]=[CH:19][CH:20]=[C:15]([C:12]3[N:11]([CH2:22][O:23][CH2:24][CH2:25][Si:26]([CH3:27])([CH3:28])[CH3:29])[C:10]([C:6]4[CH:7]=[CH:8][CH:9]=[C:4]([O:3][C:2]([F:30])([F:1])[F:31])[CH:5]=4)=[N:14][N:13]=3)[CH:16]=2)=[CH:39][C:38]=1[N+:44]([O-:46])=[O:45])[CH3:33]. (3) Reactant: [CH3:1][C@@H:2]1[CH2:7][CH2:6][CH2:5][NH:4][C@@H:3]1[CH2:8][N:9]1[C:17](=[O:18])[C:16]2[C:11](=[CH:12][CH:13]=[CH:14][CH:15]=2)[C:10]1=[O:19].[I:20][C:21]1[CH:29]=[CH:28][C:27]([CH3:30])=[CH:26][C:22]=1[C:23](O)=[O:24].C(N(C(C)C)CC)(C)C.CN(C(ON1N=NC2C=CC=NC1=2)=[N+](C)C)C.F[P-](F)(F)(F)(F)F. Product: [I:20][C:21]1[CH:29]=[CH:28][C:27]([CH3:30])=[CH:26][C:22]=1[C:23]([N:4]1[CH2:5][CH2:6][CH2:7][C@@H:2]([CH3:1])[C@H:3]1[CH2:8][N:9]1[C:17](=[O:18])[C:16]2[C:11](=[CH:12][CH:13]=[CH:14][CH:15]=2)[C:10]1=[O:19])=[O:24]. The catalyst class is: 39. (4) Reactant: [Cl:1][C:2]1[CH:13]=[CH:12][C:5]([C:6](N(OC)C)=[O:7])=[CH:4][N:3]=1.[CH2:14]([Mg]Cl)[CH3:15].CCOCC.[Cl-].[NH4+]. Product: [Cl:1][C:2]1[N:3]=[CH:4][C:5]([C:6](=[O:7])[CH2:14][CH3:15])=[CH:12][CH:13]=1. The catalyst class is: 1. (5) Reactant: C[Al](C)C.[Cl:5][C:6]1[CH:7]=[CH:8][C:9]2[N:10]([CH:12]=[C:13]([C:15]([O:17]CC)=O)[N:14]=2)[CH:11]=1.[N:20]1[CH:25]=[CH:24][N:23]=[CH:22][C:21]=1[NH2:26]. Product: [Cl:5][C:6]1[CH:7]=[CH:8][C:9]2[N:10]([CH:12]=[C:13]([C:15]([NH:26][C:21]3[CH:22]=[N:23][CH:24]=[CH:25][N:20]=3)=[O:17])[N:14]=2)[CH:11]=1. The catalyst class is: 11. (6) Reactant: C([O:8][C:9]1[N:14]=[C:13]([N:15]2[CH2:36][CH2:35][C:18]3([C:22](=[O:23])[N:21]([C:24]4[CH:29]=[CH:28][C:27]([O:30][C:31]([F:34])([F:33])[F:32])=[CH:26][CH:25]=4)[CH2:20][CH2:19]3)[CH2:17][CH2:16]2)[CH:12]=[CH:11][CH:10]=1)C1C=CC=CC=1. Product: [OH:8][C:9]1[N:14]=[C:13]([N:15]2[CH2:36][CH2:35][C:18]3([C:22](=[O:23])[N:21]([C:24]4[CH:29]=[CH:28][C:27]([O:30][C:31]([F:32])([F:34])[F:33])=[CH:26][CH:25]=4)[CH2:20][CH2:19]3)[CH2:17][CH2:16]2)[CH:12]=[CH:11][CH:10]=1. The catalyst class is: 19. (7) Reactant: [CH2:1]([N:8]1[C:20](=[O:21])[C:19]2[S:18][C:17]3[N:16]=[CH:15][CH:14]=[CH:13][C:12]=3[C:11]=2[N:10]=[C:9]1[CH2:22][CH:23]([CH3:25])[CH3:24])[C:2]1[CH:7]=[CH:6][CH:5]=[CH:4][CH:3]=1.C([O-])(=O)C.[Na+].[Br:31]Br.O. Product: [CH2:1]([N:8]1[C:20](=[O:21])[C:19]2[S:18][C:17]3[N:16]=[CH:15][CH:14]=[CH:13][C:12]=3[C:11]=2[N:10]=[C:9]1[CH:22]([Br:31])[CH:23]([CH3:25])[CH3:24])[C:2]1[CH:3]=[CH:4][CH:5]=[CH:6][CH:7]=1. The catalyst class is: 15.